From a dataset of Reaction yield outcomes from USPTO patents with 853,638 reactions. Predict the reaction yield, written as a fraction of the theoretical maximum amount of product (1.0 means a 100% yield; for example, 0.34 means a 34% yield). The reactants are C[O:2][C:3](=O)[CH2:4][NH:5][C:6]([O:8][CH2:9][C:10]1[CH:15]=[CH:14][CH:13]=[CH:12][CH:11]=1)=[O:7].[C:17]([OH:21])([CH3:20])([CH3:19])[CH3:18].C(OC(C)C)(C)C. The catalyst is [Zn]. The product is [C:17]([O:21][C:3](=[O:2])[CH2:4][NH:5][C:6]([O:8][CH2:9][C:10]1[CH:11]=[CH:12][CH:13]=[CH:14][CH:15]=1)=[O:7])([CH3:20])([CH3:19])[CH3:18]. The yield is 0.838.